Dataset: Full USPTO retrosynthesis dataset with 1.9M reactions from patents (1976-2016). Task: Predict the reactants needed to synthesize the given product. (1) Given the product [OH:21][CH:18]([CH3:17])[CH2:19][N:20]1[C:12]([CH3:13])=[C:3]([C:1]#[N:2])[C:4](=[O:5])[N:6]([CH3:22])[C:7]1=[O:11], predict the reactants needed to synthesize it. The reactants are: [C:1]([C:3](=[C:12](OCC)[CH3:13])[C:4]([NH:6][C:7](=[O:11])OCC)=[O:5])#[N:2].[CH3:17][CH:18]([OH:21])[CH2:19][NH2:20].[CH2:22](O)C. (2) Given the product [F:1][C:2]([F:33])([F:32])[C:3]1[CH:4]=[C:5]([C@H:13]2[O:17][C:16](=[O:18])[N:15]([CH2:19][C:20]3[CH:25]=[C:24]([C:26]([F:29])([F:28])[F:27])[CH:23]=[CH:22][C:21]=3[C:43]3[CH:42]=[CH:41][CH:40]=[C:39]([N:34]4[CH:38]=[CH:37][CH:36]=[N:35]4)[CH:44]=3)[C@H:14]2[CH3:31])[CH:6]=[C:7]([C:9]([F:12])([F:11])[F:10])[CH:8]=1, predict the reactants needed to synthesize it. The reactants are: [F:1][C:2]([F:33])([F:32])[C:3]1[CH:4]=[C:5]([C@H:13]2[O:17][C:16](=[O:18])[N:15]([CH2:19][C:20]3[CH:25]=[C:24]([C:26]([F:29])([F:28])[F:27])[CH:23]=[CH:22][C:21]=3I)[C@H:14]2[CH3:31])[CH:6]=[C:7]([C:9]([F:12])([F:11])[F:10])[CH:8]=1.[N:34]1([C:39]2[CH:40]=[C:41](B(O)O)[CH:42]=[CH:43][CH:44]=2)[CH:38]=[CH:37][CH:36]=[N:35]1.C(=O)([O-])[O-].[Na+].[Na+].CCOC(C)=O.